Dataset: Cav3 T-type calcium channel HTS with 100,875 compounds. Task: Binary Classification. Given a drug SMILES string, predict its activity (active/inactive) in a high-throughput screening assay against a specified biological target. (1) The compound is s1c(C(=O)NCCCN2CCOCC2)ccc1. The result is 0 (inactive). (2) The result is 0 (inactive). The compound is Clc1c(NC(=O)CN2CCN(CC2)CC(=O)Nc2c(OC)cc(OC)cc2)cccc1. (3) The drug is [nH]1c(nc2c1cccc2)c1c2c(ncc1)cccc2. The result is 0 (inactive).